Dataset: Forward reaction prediction with 1.9M reactions from USPTO patents (1976-2016). Task: Predict the product of the given reaction. (1) Given the reactants [NH2:1][C:2]1[CH:10]=[CH:9][C:5]([C:6]([OH:8])=[O:7])=[C:4]([CH3:11])[C:3]=1[N+:12]([O-:14])=[O:13].S(=O)(=O)(O)O.[CH3:20]O, predict the reaction product. The product is: [NH2:1][C:2]1[CH:10]=[CH:9][C:5]([C:6]([O:8][CH3:20])=[O:7])=[C:4]([CH3:11])[C:3]=1[N+:12]([O-:14])=[O:13]. (2) Given the reactants [N+:1]([C:4]1[CH:17]=[CH:16][C:7]([C:8]([NH:10][C:11]2[S:12][CH:13]=[CH:14][N:15]=2)=[O:9])=[CH:6][CH:5]=1)([O-])=O.CCO.C(OCC)(=O)C, predict the reaction product. The product is: [NH2:1][C:4]1[CH:17]=[CH:16][C:7]([C:8]([NH:10][C:11]2[S:12][CH:13]=[CH:14][N:15]=2)=[O:9])=[CH:6][CH:5]=1. (3) Given the reactants [F:1][C:2]1[CH:3]=[CH:4][C:5]2[N:9]=[C:8]([C@@H:10]([NH2:14])[CH2:11][O:12][CH3:13])[N:7]([C:15]3[CH:20]=[CH:19][CH:18]=[CH:17][N:16]=3)[C:6]=2[CH:21]=1.[NH2:22][C:23]1[C:28]([C:29]#[N:30])=[C:27](Cl)[N:26]=[CH:25][N:24]=1.CCN(C(C)C)C(C)C, predict the reaction product. The product is: [NH2:22][C:23]1[C:28]([C:29]#[N:30])=[C:27]([NH:14][C@H:10]([C:8]2[N:7]([C:15]3[CH:20]=[CH:19][CH:18]=[CH:17][N:16]=3)[C:6]3[CH:21]=[C:2]([F:1])[CH:3]=[CH:4][C:5]=3[N:9]=2)[CH2:11][O:12][CH3:13])[N:26]=[CH:25][N:24]=1. (4) Given the reactants [CH3:1][O:2][CH2:3][CH2:4][N:5]1[CH:14]([C:15]2[S:16][CH:17]=[CH:18][CH:19]=2)[CH:13]([C:20]([NH:22][C:23]2[CH:28]=[CH:27][CH:26]=[C:25]([O:29][CH3:30])[CH:24]=2)=[O:21])[C:12]2[C:7](=[CH:8][C:9]([N+:31]([O-])=O)=[CH:10][CH:11]=2)[C:6]1=[O:34], predict the reaction product. The product is: [NH2:31][C:9]1[CH:8]=[C:7]2[C:12]([CH:13]([C:20]([NH:22][C:23]3[CH:28]=[CH:27][CH:26]=[C:25]([O:29][CH3:30])[CH:24]=3)=[O:21])[CH:14]([C:15]3[S:16][CH:17]=[CH:18][CH:19]=3)[N:5]([CH2:4][CH2:3][O:2][CH3:1])[C:6]2=[O:34])=[CH:11][CH:10]=1. (5) Given the reactants C([O:3][C:4]([C:6]1[N:7]([CH:31]([CH3:33])[CH3:32])[C:8]2[C:13]([CH:14]=1)=[CH:12][C:11]([C:15]([N:17]1[CH2:23][CH2:22][CH2:21][N:20]([C:24]([O:26][C:27]([CH3:30])([CH3:29])[CH3:28])=[O:25])[CH2:19][CH2:18]1)=[O:16])=[CH:10][CH:9]=2)=[O:5])C.O.[OH-].[Li+], predict the reaction product. The product is: [C:27]([O:26][C:24]([N:20]1[CH2:21][CH2:22][CH2:23][N:17]([C:15]([C:11]2[CH:12]=[C:13]3[C:8](=[CH:9][CH:10]=2)[N:7]([CH:31]([CH3:32])[CH3:33])[C:6]([C:4]([OH:5])=[O:3])=[CH:14]3)=[O:16])[CH2:18][CH2:19]1)=[O:25])([CH3:28])([CH3:30])[CH3:29]. (6) The product is: [CH3:30][N:12]1[C:9]2=[N:10][CH:11]=[C:6]([C:4]([OH:5])=[O:3])[CH:7]=[C:8]2[N:14]=[C:13]1[NH:15][C:16]1[S:17][C:18]2[CH:24]=[C:23]([O:25][C:26]([F:29])([F:27])[F:28])[CH:22]=[CH:21][C:19]=2[N:20]=1. Given the reactants C([O:3][C:4]([C:6]1[CH:7]=[C:8]2[N:14]=[C:13]([NH:15][C:16]3[S:17][C:18]4[CH:24]=[C:23]([O:25][C:26]([F:29])([F:28])[F:27])[CH:22]=[CH:21][C:19]=4[N:20]=3)[N:12]([CH3:30])[C:9]2=[N:10][CH:11]=1)=[O:5])C.[OH-].[Li+], predict the reaction product. (7) Given the reactants C(OC(N[CH2:9][C:10]1[CH:11]=[C:12]([C:16]2[CH:21]=[C:20]([CH:22]=[CH2:23])[CH:19]=[C:18]([CH2:24][O:25][C:26]3[CH:31]=[CH:30][CH:29]=[CH:28][C:27]=3[CH2:32][C:33]([O:35]C(C)(C)C)=[O:34])[CH:17]=2)[CH:13]=[CH:14][CH:15]=1)=O)(C)(C)C.OS(O)(=O)=O.[NH4+:45].[OH-:46], predict the reaction product. The product is: [NH2:45][CH2:9][C:10]1[CH:11]=[C:12]([C:16]2[CH:21]=[C:20]([CH:22]([OH:46])[CH3:23])[CH:19]=[C:18]([CH2:24][O:25][C:26]3[CH:31]=[CH:30][CH:29]=[CH:28][C:27]=3[CH2:32][C:33]([OH:35])=[O:34])[CH:17]=2)[CH:13]=[CH:14][CH:15]=1. (8) Given the reactants [CH3:1][C:2]1[CH:7]=[CH:6][C:5]([N+:8]([O-])=O)=[CH:4][C:3]=1[NH:11][C:12]1[N:17]=[C:16]([C:18]2[CH:19]=[N:20][CH:21]=[C:22]([N:24]3[CH2:29][CH2:28][O:27][CH2:26][CH2:25]3)[CH:23]=2)[CH:15]=[CH:14][N:13]=1.Cl[Sn]Cl.[OH-].[Na+], predict the reaction product. The product is: [CH3:1][C:2]1[C:3]([NH:11][C:12]2[N:17]=[C:16]([C:18]3[CH:19]=[N:20][CH:21]=[C:22]([N:24]4[CH2:25][CH2:26][O:27][CH2:28][CH2:29]4)[CH:23]=3)[CH:15]=[CH:14][N:13]=2)=[CH:4][C:5]([NH2:8])=[CH:6][CH:7]=1. (9) Given the reactants [CH3:1][C:2]1[C:6]2[C:7](=[O:20])[N:8]([CH2:12][CH2:13][N:14]3[CH2:19][CH2:18][O:17][CH2:16][CH2:15]3)[CH2:9][CH2:10][CH2:11][C:5]=2[NH:4][C:3]=1[CH:21]=O.[F:23][C:24]1[CH:25]=[C:26]2[C:30](=[CH:31][C:32]=1[NH:33][C:34](=[O:38])[CH:35]([OH:37])[CH3:36])[NH:29][C:28](=[O:39])[CH2:27]2, predict the reaction product. The product is: [F:23][C:24]1[CH:25]=[C:26]2[C:30](=[CH:31][C:32]=1[NH:33][C:34](=[O:38])[CH:35]([OH:37])[CH3:36])[NH:29][C:28](=[O:39])[C:27]2=[CH:21][C:3]1[NH:4][C:5]2[CH2:11][CH2:10][CH2:9][N:8]([CH2:12][CH2:13][N:14]3[CH2:15][CH2:16][O:17][CH2:18][CH2:19]3)[C:7](=[O:20])[C:6]=2[C:2]=1[CH3:1]. (10) Given the reactants [F:1][C:2]([F:19])([F:18])[C:3]([C:5]1[CH:10]=[CH:9][CH:8]=[C:7]([C:11]2[CH:16]=[CH:15][N:14]=[CH:13][CH:12]=2)[C:6]=1[F:17])=[O:4].Cl, predict the reaction product. The product is: [F:19][C:2]([F:1])([F:18])[C:3]([C:5]1[CH:10]=[CH:9][CH:8]=[C:7]([CH:11]2[CH2:16][CH2:15][NH:14][CH2:13][CH2:12]2)[C:6]=1[F:17])=[O:4].